Task: Predict the reactants needed to synthesize the given product.. Dataset: Full USPTO retrosynthesis dataset with 1.9M reactions from patents (1976-2016) (1) Given the product [N:44]1[CH:45]=[CH:46][C:41]([C:40]2[N:39]([CH:11]3[CH2:16][CH2:15][N:14]([C:17]4[CH:22]=[CH:21][C:20]([N:23]5[CH2:27][C@H:26]([CH2:28][NH:29][C:30](=[O:32])[CH3:31])[O:25][C:24]5=[O:33])=[CH:19][C:18]=4[F:34])[CH2:13][CH2:12]3)[N:38]=[N:37][N:36]=2)=[CH:42][CH:43]=1, predict the reactants needed to synthesize it. The reactants are: C1(C)C=CC(S(O[CH:11]2[CH2:16][CH2:15][N:14]([C:17]3[CH:22]=[CH:21][C:20]([N:23]4[CH2:27][C@H:26]([CH2:28][NH:29][C:30](=[O:32])[CH3:31])[O:25][C:24]4=[O:33])=[CH:19][C:18]=3[F:34])[CH2:13][CH2:12]2)(=O)=O)=CC=1.[NH:36]1[C:40]([C:41]2[CH:46]=[CH:45][N:44]=[CH:43][CH:42]=2)=[N:39][N:38]=[N:37]1.C([O-])([O-])=O.[K+].[K+]. (2) Given the product [CH3:24][O:25][C:26]1[CH:27]=[C:28]([CH2:34][C:35]([O:23][C@@:9]2([C:14]#[C:15][C:16]3[CH:17]=[C:18]([CH3:22])[CH:19]=[CH:20][CH:21]=3)[CH2:10][CH2:11][CH2:12][C@@H:13]3[C@H:8]2[CH2:7][CH2:6][N:5]3[C:3]([O:2][CH3:1])=[O:4])=[O:36])[CH:29]=[CH:30][C:31]=1[O:32][CH3:33], predict the reactants needed to synthesize it. The reactants are: [CH3:1][O:2][C:3]([N:5]1[C@@H:13]2[C@@H:8]([C@@:9]([OH:23])([C:14]#[C:15][C:16]3[CH:17]=[C:18]([CH3:22])[CH:19]=[CH:20][CH:21]=3)[CH2:10][CH2:11][CH2:12]2)[CH2:7][CH2:6]1)=[O:4].[CH3:24][O:25][C:26]1[CH:27]=[C:28]([CH2:34][C:35](O)=[O:36])[CH:29]=[CH:30][C:31]=1[O:32][CH3:33]. (3) Given the product [CH3:9][S:8][C:4]1[N:3]([O:2][C:12](=[O:13])[N:11]([CH3:10])[C:15]2[CH:20]=[CH:19][CH:18]=[CH:17][CH:16]=2)[CH:7]=[CH:6][N:5]=1, predict the reactants needed to synthesize it. The reactants are: Cl.[OH:2][N:3]1[CH:7]=[CH:6][N:5]=[C:4]1[S:8][CH3:9].[CH3:10][N:11]([C:15]1[CH:20]=[CH:19][CH:18]=[CH:17][CH:16]=1)[C:12](Cl)=[O:13]. (4) Given the product [NH2:5][CH2:4][CH2:3][CH:2]([C:6]1[CH:7]=[C:8]([OH:12])[CH:9]=[CH:10][CH:11]=1)[OH:1], predict the reactants needed to synthesize it. The reactants are: [OH:1][CH:2]([C:6]1[CH:11]=[CH:10][CH:9]=[C:8]([OH:12])[CH:7]=1)[CH2:3][C:4]#[N:5]. (5) The reactants are: [Cl:1]C1C=C(C=CC=1)C(OO)=O.[Cl:12][C:13]1[CH:32]=[CH:31][C:30](C=C)=[CH:29][C:14]=1[C:15]([NH:17][CH2:18][C:19]12[CH2:28][CH:23]3[CH2:24][CH:25]([CH2:27][CH:21]([CH2:22]3)[CH2:20]1)[CH2:26]2)=[O:16].C[N:36]1[CH2:41][CH2:40][O:39]C[CH2:37]1.[OH-].[Na+].CN.Cl. Given the product [ClH:1].[Cl:12][C:13]1[CH:32]=[CH:31][C:30]([C@H:40]([OH:39])[CH2:41][NH:36][CH3:37])=[CH:29][C:14]=1[C:15]([NH:17][CH2:18][C:19]12[CH2:28][CH:23]3[CH2:24][CH:25]([CH2:27][CH:21]([CH2:22]3)[CH2:20]1)[CH2:26]2)=[O:16], predict the reactants needed to synthesize it. (6) The reactants are: [CH:1]1([NH:4][CH:5]2[CH2:10][CH2:9][N:8]([C:11]3[N:16]=[CH:15][C:14]([CH2:17][CH3:18])=[CH:13][N:12]=3)[CH2:7][CH2:6]2)[CH2:3][CH2:2]1.[N:19]1([C:24]2[N:29]=[N:28][C:27]([C:30](O)=[O:31])=[CH:26][CH:25]=2)[CH:23]=[CH:22][N:21]=[CH:20]1. Given the product [CH:1]1([N:4]([CH:5]2[CH2:10][CH2:9][N:8]([C:11]3[N:12]=[CH:13][C:14]([CH2:17][CH3:18])=[CH:15][N:16]=3)[CH2:7][CH2:6]2)[C:30]([C:27]2[N:28]=[N:29][C:24]([N:19]3[CH:23]=[CH:22][N:21]=[CH:20]3)=[CH:25][CH:26]=2)=[O:31])[CH2:2][CH2:3]1, predict the reactants needed to synthesize it. (7) Given the product [Cl:1][C:2]1[CH:7]=[C:6]([C:8]2[CH:13]=[N:12][CH:11]=[C:10]([CH3:14])[N:9]=2)[CH:5]=[CH:4][C:3]=1[C:15]1[C:26](=[O:27])[N:25]([CH2:28][CH2:29][N:30]2[CH2:31][CH2:32][N:33]([CH3:36])[CH2:34][CH2:35]2)[C:18]2[N:19]=[C:20]([S:23]([CH3:24])=[O:45])[N:21]=[CH:22][C:17]=2[CH:16]=1, predict the reactants needed to synthesize it. The reactants are: [Cl:1][C:2]1[CH:7]=[C:6]([C:8]2[CH:13]=[N:12][CH:11]=[C:10]([CH3:14])[N:9]=2)[CH:5]=[CH:4][C:3]=1[C:15]1[C:26](=[O:27])[N:25]([CH2:28][CH2:29][N:30]2[CH2:35][CH2:34][N:33]([CH3:36])[CH2:32][CH2:31]2)[C:18]2[N:19]=[C:20]([S:23][CH3:24])[N:21]=[CH:22][C:17]=2[CH:16]=1.C1C=C(Cl)C=C(C(OO)=[O:45])C=1. (8) Given the product [OH:11][C:8]([C:5]1[CH:4]=[CH:3][C:2]2[N:7]([CH:13]=[C:14]([C:15]([NH:17][C:18]3[CH:23]=[CH:22][CH:21]=[CH:20][CH:19]=3)=[O:16])[N:1]=2)[CH:6]=1)([CH3:9])[CH3:10], predict the reactants needed to synthesize it. The reactants are: [NH2:1][C:2]1[N:7]=[CH:6][C:5]([C:8]([OH:11])([CH3:10])[CH3:9])=[CH:4][CH:3]=1.Br[CH2:13][C:14](=O)[C:15]([NH:17][C:18]1[CH:23]=[CH:22][CH:21]=[CH:20][CH:19]=1)=[O:16].